Predict the product of the given reaction. From a dataset of Forward reaction prediction with 1.9M reactions from USPTO patents (1976-2016). (1) Given the reactants [N:1]1([C:7]([O:9][C@H:10](/[CH:12]=[CH:13]\[C:14]([NH:16][C@@H:17]2[CH2:22][C@H:21]([CH3:23])[C@H:20]([CH2:24]/[CH:25]=[C:26](\[CH3:29])/[CH:27]=[CH2:28])[O:19][C@@H:18]2[CH3:30])=[O:15])[CH3:11])=[O:8])[CH2:6][CH2:5][O:4][CH2:3][CH2:2]1.C([C@H:33]1[O:40][C:39]([CH3:42])([CH3:41])[CH2:38][C@:35]2([O:37][CH2:36]2)[C@@H:34]1[OH:43])=C.C1(=O)C=CC(=O)C=C1, predict the reaction product. The product is: [N:1]1([C:7]([O:9][C@@H:10]([CH3:11])/[CH:12]=[CH:13]\[C:14]([NH:16][C@@H:17]2[CH2:22][C@H:21]([CH3:23])[C@H:20]([CH2:24]/[CH:25]=[C:26](\[CH3:29])/[CH:27]=[CH:28]/[C@H:33]3[O:40][C:39]([CH3:41])([CH3:42])[CH2:38][C@:35]4([O:37][CH2:36]4)[C@@H:34]3[OH:43])[O:19][C@@H:18]2[CH3:30])=[O:15])=[O:8])[CH2:2][CH2:3][O:4][CH2:5][CH2:6]1. (2) Given the reactants [NH2:1][C:2]1[CH:7]=[CH:6][C:5]([CH2:8][C:9]#[N:10])=[CH:4][CH:3]=1.[S-:11][C:12]#[N:13].[K+].BrBr.N, predict the reaction product. The product is: [NH2:13][C:12]1[S:11][C:3]2[CH:4]=[C:5]([CH2:8][C:9]#[N:10])[CH:6]=[CH:7][C:2]=2[N:1]=1. (3) Given the reactants Br[C:2]1[CH:7]=[C:6]([CH3:8])[C:5]([CH:9]([C:18]2[CH:23]=[C:22]([F:24])[CH:21]=[CH:20][C:19]=2[F:25])[S:10][C:11]2[CH:16]=[CH:15][C:14]([CH3:17])=[CH:13][CH:12]=2)=[CH:4][N:3]=1.C([Li])CCC.CN(C)[CH:33]=[O:34].O, predict the reaction product. The product is: [F:25][C:19]1[CH:20]=[CH:21][C:22]([F:24])=[CH:23][C:18]=1[CH:9]([S:10][C:11]1[CH:16]=[CH:15][C:14]([CH3:17])=[CH:13][CH:12]=1)[C:5]1[C:6]([CH3:8])=[CH:7][C:2]([CH:33]=[O:34])=[N:3][CH:4]=1. (4) Given the reactants [F:1][C:2]1[CH:7]=[CH:6][C:5]([C:8]2[N:9]=[CH:10][N:11]3[C:20]=2[CH:19]=[C:18]2[C@@:13]([CH3:26])([C@@H:14]([CH2:21][CH:22](OC)O)[CH2:15][CH2:16][CH2:17]2)[CH2:12]3)=[CH:4][CH:3]=1.[S:27]1[CH:31]=[N:30][N:29]=[C:28]1[NH2:32].C(Cl)Cl.C(O[BH-](OC(=O)C)OC(=O)C)(=O)C.[Na+], predict the reaction product. The product is: [F:1][C:2]1[CH:7]=[CH:6][C:5]([C:8]2[N:9]=[CH:10][N:11]3[C:20]=2[CH:19]=[C:18]2[C@@:13]([CH3:26])([C@@H:14]([CH2:21][CH2:22][NH:32][C:28]4[S:27][CH:31]=[N:30][N:29]=4)[CH2:15][CH2:16][CH2:17]2)[CH2:12]3)=[CH:4][CH:3]=1. (5) Given the reactants [Cl:1][C:2]1[CH:3]=[C:4]([CH:18]=[CH:19][CH:20]=1)[CH2:5][NH:6][C:7]([C:9]1[CH:17]=[C:16]2[C:12]([CH:13]=[N:14][NH:15]2)=[CH:11][CH:10]=1)=[O:8].Cl[CH2:22][CH2:23][N:24]1[C:28]([CH3:29])=[CH:27][C:26]([CH3:30])=[N:25]1.N1C2C(=CC=CC=2)C=N1, predict the reaction product. The product is: [Cl:1][C:2]1[CH:3]=[C:4]([CH:18]=[CH:19][CH:20]=1)[CH2:5][NH:6][C:7]([C:9]1[CH:10]=[CH:11][C:12]2[C:16]([CH:17]=1)=[N:15][N:14]([CH2:22][CH2:23][N:24]1[C:28]([CH3:29])=[CH:27][C:26]([CH3:30])=[N:25]1)[CH:13]=2)=[O:8].